Dataset: Peptide-MHC class I binding affinity with 185,985 pairs from IEDB/IMGT. Task: Regression. Given a peptide amino acid sequence and an MHC pseudo amino acid sequence, predict their binding affinity value. This is MHC class I binding data. (1) The peptide sequence is AGIPNTATHV. The binding affinity (normalized) is 0.162. The MHC is H-2-Kb with pseudo-sequence H-2-Kb. (2) The peptide sequence is VLYCVHQHI. The MHC is HLA-B15:17 with pseudo-sequence HLA-B15:17. The binding affinity (normalized) is 0.326. (3) The peptide sequence is YTNKYPNL. The MHC is H-2-Db with pseudo-sequence H-2-Db. The binding affinity (normalized) is 0. (4) The peptide sequence is LLDPLYFEV. The MHC is HLA-B46:01 with pseudo-sequence HLA-B46:01. The binding affinity (normalized) is 0.0847. (5) The peptide sequence is VMPEKRNVV. The MHC is HLA-A02:03 with pseudo-sequence HLA-A02:03. The binding affinity (normalized) is 0.710. (6) The peptide sequence is RQFPTANEF. The MHC is Mamu-B3901 with pseudo-sequence Mamu-B3901. The binding affinity (normalized) is 0.583. (7) The peptide sequence is ILLAIAMGLV. The MHC is HLA-A02:01 with pseudo-sequence HLA-A02:01. The binding affinity (normalized) is 0.667. (8) The peptide sequence is DTVNRTHQY. The MHC is HLA-B40:01 with pseudo-sequence HLA-B40:01. The binding affinity (normalized) is 0.0847. (9) The peptide sequence is DPPEPLVRI. The MHC is HLA-B39:01 with pseudo-sequence HLA-B39:01. The binding affinity (normalized) is 0.0847.